From a dataset of Catalyst prediction with 721,799 reactions and 888 catalyst types from USPTO. Predict which catalyst facilitates the given reaction. (1) Reactant: Br[C:2]1[C:3]([Cl:26])=[C:4]2[C:9](=[C:10]([O:12][CH2:13][O:14][CH2:15][CH2:16][O:17][CH3:18])[CH:11]=1)[N:8]=[CH:7][N:6]([CH2:19][O:20][CH2:21][CH2:22][O:23][CH3:24])[C:5]2=[O:25].CC1(C)C(C)(C)OB([C:35]2[CH:40]=[CH:39][CH:38]=[CH:37][C:36]=2[CH2:41][S:42][CH3:43])O1.C(=O)([O-])[O-].[K+].[K+].CO.ClCCl. Product: [Cl:26][C:3]1[C:2]([C:35]2[CH:40]=[CH:39][CH:38]=[CH:37][C:36]=2[CH2:41][S:42][CH3:43])=[CH:11][C:10]([O:12][CH2:13][O:14][CH2:15][CH2:16][O:17][CH3:18])=[C:9]2[C:4]=1[C:5](=[O:25])[N:6]([CH2:19][O:20][CH2:21][CH2:22][O:23][CH3:24])[CH:7]=[N:8]2. The catalyst class is: 688. (2) Reactant: I[C:2]1[C:10]2[O:9][C:8]3[C:11]([Si:15]([C:28]4[CH:33]=[CH:32][CH:31]=[CH:30][CH:29]=4)([C:22]4[CH:27]=[CH:26][CH:25]=[CH:24][CH:23]=4)[C:16]4[CH:21]=[CH:20][CH:19]=[CH:18][CH:17]=4)=[CH:12][CH:13]=[CH:14][C:7]=3[C:6]=2[CH:5]=[CH:4][CH:3]=1.[Cl:34][C:35]1[CH:36]=[C:37](B(O)O)[CH:38]=[CH:39][CH:40]=1.C([O-])([O-])=O.[K+].[K+]. Product: [Cl:34][C:35]1[CH:36]=[C:37]([C:2]2[C:10]3[O:9][C:8]4[C:11]([Si:15]([C:28]5[CH:29]=[CH:30][CH:31]=[CH:32][CH:33]=5)([C:22]5[CH:23]=[CH:24][CH:25]=[CH:26][CH:27]=5)[C:16]5[CH:21]=[CH:20][CH:19]=[CH:18][CH:17]=5)=[CH:12][CH:13]=[CH:14][C:7]=4[C:6]=3[CH:5]=[CH:4][CH:3]=2)[CH:38]=[CH:39][CH:40]=1. The catalyst class is: 398. (3) Reactant: [CH3:1][O:2][C:3](=[O:15])[C:4]1[CH:13]=[CH:12][C:7]([C:8]([O:10][CH3:11])=[O:9])=[CH:6][C:5]=1F.[Br:16][C:17]1[CH:22]=[CH:21][CH:20]=[CH:19][C:18]=1[OH:23].C(=O)([O-])[O-].[K+].[K+].Cl. Product: [CH3:1][O:2][C:3](=[O:15])[C:4]1[CH:13]=[CH:12][C:7]([C:8]([O:10][CH3:11])=[O:9])=[CH:6][C:5]=1[O:23][C:18]1[CH:19]=[CH:20][CH:21]=[CH:22][C:17]=1[Br:16]. The catalyst class is: 9. (4) Reactant: [F:8][C:7]([F:10])([F:9])[C:6](O[C:6](=[O:11])[C:7]([F:10])([F:9])[F:8])=[O:11].[F:14][C:15]1[CH:21]=[CH:20][CH:19]=[CH:18][C:16]=1[NH2:17].C(N(CC)CC)C. Product: [F:10][C:7]([F:8])([F:9])[C:6]([NH:17][C:16]1[CH:18]=[CH:19][CH:20]=[CH:21][C:15]=1[F:14])=[O:11]. The catalyst class is: 2. (5) Reactant: [Li+].[OH-].[CH3:3][S:4]([C:7]1[S:11][CH:10]=[C:9]([C:12]2[C:21]3[C:16](=[CH:17][C:18]([C:22]4[CH:27]=[CH:26][C:25]([C:28]([F:31])([F:30])[F:29])=[CH:24][CH:23]=4)=[CH:19][CH:20]=3)[CH:15]=[C:14]([C:32]([O:34]CC)=[O:33])[CH:13]=2)[CH:8]=1)(=[O:6])=[O:5]. Product: [CH3:3][S:4]([C:7]1[S:11][CH:10]=[C:9]([C:12]2[C:21]3[C:16](=[CH:17][C:18]([C:22]4[CH:23]=[CH:24][C:25]([C:28]([F:31])([F:30])[F:29])=[CH:26][CH:27]=4)=[CH:19][CH:20]=3)[CH:15]=[C:14]([C:32]([OH:34])=[O:33])[CH:13]=2)[CH:8]=1)(=[O:5])=[O:6]. The catalyst class is: 36.